The task is: Regression. Given a peptide amino acid sequence and an MHC pseudo amino acid sequence, predict their binding affinity value. This is MHC class I binding data.. This data is from Peptide-MHC class I binding affinity with 185,985 pairs from IEDB/IMGT. (1) The peptide sequence is YTYGAGSYF. The MHC is HLA-C03:03 with pseudo-sequence HLA-C03:03. The binding affinity (normalized) is 1.00. (2) The peptide sequence is IHAEFQASL. The MHC is HLA-A02:03 with pseudo-sequence HLA-A02:03. The binding affinity (normalized) is 0.0847.